The task is: Predict the product of the given reaction.. This data is from Forward reaction prediction with 1.9M reactions from USPTO patents (1976-2016). (1) Given the reactants [F:1][C:2]1[CH:3]=[CH:4][CH:5]=[C:6]([C:22]#[N:23])[C:7]=1[C:8]1[CH:13]=[C:12]([C:14]2[CH:15]=[N:16][NH:17][C:18](=O)[CH:19]=2)[CH:11]=[CH:10][C:9]=1[F:21].P(Cl)(Cl)([Cl:26])=O, predict the reaction product. The product is: [Cl:26][C:18]1[N:17]=[N:16][CH:15]=[C:14]([C:12]2[CH:11]=[CH:10][C:9]([F:21])=[C:8]([C:7]3[C:6]([C:22]#[N:23])=[CH:5][CH:4]=[CH:3][C:2]=3[F:1])[CH:13]=2)[CH:19]=1. (2) The product is: [F:1][C:2]1[CH:7]=[CH:6][C:5]([F:8])=[CH:4][C:3]=1[C:9]1[CH:14]=[CH:13][C:12]([C:15]([OH:17])=[O:16])=[CH:11][C:10]=1[C:19]([O:21][CH3:22])=[O:20]. Given the reactants [F:1][C:2]1[CH:7]=[CH:6][C:5]([F:8])=[CH:4][C:3]=1[C:9]1[C:10]([C:19]([O:21][CH3:22])=[O:20])=[CH:11][C:12]([C:15]([O:17]C)=[O:16])=[CH:13][CH:14]=1.[OH-].[K+].Cl, predict the reaction product. (3) Given the reactants [CH3:1][C:2]([N+:13]([O-])=O)([CH3:12])[CH2:3][C:4]([C:6]1[CH:11]=[CH:10][CH:9]=[CH:8][CH:7]=1)=[O:5].[Cl-].[NH4+], predict the reaction product. The product is: [NH2:13][C:2]([CH3:12])([CH3:1])[CH2:3][C:4]([C:6]1[CH:11]=[CH:10][CH:9]=[CH:8][CH:7]=1)=[O:5]. (4) Given the reactants [CH3:1][CH:2]([C:4]1[CH:23]=[CH:22][C:7]([O:8][CH2:9][C@@H:10]2[CH2:15][CH2:14][NH:13][CH2:12][C@H:11]2[NH:16][S:17]([CH2:20][CH3:21])(=[O:19])=[O:18])=[CH:6][CH:5]=1)[CH3:3].C(N(CC)CC)C.[CH2:31]([N:33]=[C:34]=[O:35])[CH3:32].C(=O)([O-])O.[Na+], predict the reaction product. The product is: [CH2:31]([NH:33][C:34]([N:13]1[CH2:14][CH2:15][C@@H:10]([CH2:9][O:8][C:7]2[CH:6]=[CH:5][C:4]([CH:2]([CH3:3])[CH3:1])=[CH:23][CH:22]=2)[C@H:11]([NH:16][S:17]([CH2:20][CH3:21])(=[O:18])=[O:19])[CH2:12]1)=[O:35])[CH3:32]. (5) The product is: [CH3:41][C@@H:42]1[CH2:36][CH2:35][CH2:34][N:37]1[CH2:2][CH2:3][CH2:4][O:5][C:6]1[CH:11]=[CH:10][C:9]([N:12]2[CH2:17][CH2:16][N:15]([C:18]([O:20][C:21]([CH3:24])([CH3:23])[CH3:22])=[O:19])[CH2:14][C:13]2=[O:25])=[CH:8][CH:7]=1. Given the reactants Cl[CH2:2][CH2:3][CH2:4][O:5][C:6]1[CH:11]=[CH:10][C:9]([N:12]2[CH2:17][CH2:16][N:15]([C:18]([O:20][C:21]([CH3:24])([CH3:23])[CH3:22])=[O:19])[CH2:14][C:13]2=[O:25])=[CH:8][CH:7]=1.BrCCCOC1[CH:36]=[CH:35][C:34]([N:37]2[CH2:42][CH2:41]N(C(OC(C)(C)C)=O)CC2=O)=CC=1.C(=O)([O-])[O-].[K+].[K+].[I-].[K+].Cl.C[C@@H]1CCCN1, predict the reaction product. (6) Given the reactants [N:1]([C:4]([C@H:7]1[CH2:12][CH2:11][C@H:10]([NH:13][C:14]2[CH:15]=[CH:16][C:17]3[N:18]([C:20]([C:23]4[CH:28]=[CH:27][CH:26]=[C:25]([Cl:29])[CH:24]=4)=[CH:21][N:22]=3)[N:19]=2)[CH2:9][CH2:8]1)([CH3:6])[CH3:5])=[N+]=[N-], predict the reaction product. The product is: [NH2:1][C:4]([C@H:7]1[CH2:12][CH2:11][C@H:10]([NH:13][C:14]2[CH:15]=[CH:16][C:17]3[N:18]([C:20]([C:23]4[CH:28]=[CH:27][CH:26]=[C:25]([Cl:29])[CH:24]=4)=[CH:21][N:22]=3)[N:19]=2)[CH2:9][CH2:8]1)([CH3:6])[CH3:5]. (7) Given the reactants [CH3:1][C:2]1[O:17][C:7]2[CH:8]=[C:9]3[O:16][CH:15]=[CH:14][C:10]3=[C:11]([O:12]C)[C:6]=2[C:4](=[O:5])[CH:3]=1.B(Cl)(Cl)Cl.O, predict the reaction product. The product is: [OH:12][C:11]1[C:10]2[CH:14]=[CH:15][O:16][C:9]=2[CH:8]=[C:7]2[C:6]=1[C:4](=[O:5])[CH:3]=[C:2]([CH3:1])[O:17]2. (8) Given the reactants C1C(=O)N([Br:8])C(=O)C1.CC(N=NC(C#N)(C)C)(C#N)C.[CH3:21][C:22]1[CH:23]=[C:24]([C:31]2[CH:36]=[CH:35][CH:34]=[CH:33][CH:32]=2)[CH:25]=[C:26]([N+:28]([O-:30])=[O:29])[CH:27]=1, predict the reaction product. The product is: [Br:8][CH2:21][C:22]1[CH:23]=[C:24]([C:31]2[CH:32]=[CH:33][CH:34]=[CH:35][CH:36]=2)[CH:25]=[C:26]([N+:28]([O-:30])=[O:29])[CH:27]=1. (9) Given the reactants N[C:2]1[N:7]=[CH:6][C:5]([C:8]2[CH:13]=[CH:12][C:11]([C@@H:14]([N:16]3[CH2:21][CH2:20][C@:19]([CH2:28][CH2:29][CH2:30][OH:31])([C:22]4[CH:27]=[CH:26][CH:25]=[CH:24][CH:23]=4)[O:18][C:17]3=[O:32])[CH3:15])=[CH:10][CH:9]=2)=[CH:4][CH:3]=1.N([O-])=[O:34].[Na+].[OH-].[Na+], predict the reaction product. The product is: [OH:31][CH2:30][CH2:29][CH2:28][C@@:19]1([C:22]2[CH:27]=[CH:26][CH:25]=[CH:24][CH:23]=2)[O:18][C:17](=[O:32])[N:16]([C@H:14]([C:11]2[CH:10]=[CH:9][C:8]([C:5]3[CH:4]=[CH:3][C:2](=[O:34])[NH:7][CH:6]=3)=[CH:13][CH:12]=2)[CH3:15])[CH2:21][CH2:20]1.